From a dataset of Peptide-MHC class I binding affinity with 185,985 pairs from IEDB/IMGT. Regression. Given a peptide amino acid sequence and an MHC pseudo amino acid sequence, predict their binding affinity value. This is MHC class I binding data. (1) The peptide sequence is CIRHEMTPV. The MHC is HLA-A02:01 with pseudo-sequence HLA-A02:01. The binding affinity (normalized) is 0.335. (2) The peptide sequence is RVLGRVLPY. The MHC is HLA-B15:01 with pseudo-sequence HLA-B15:01. The binding affinity (normalized) is 0.304. (3) The peptide sequence is TRYPTILQL. The MHC is Mamu-B03 with pseudo-sequence Mamu-B03. The binding affinity (normalized) is 0.612. (4) The peptide sequence is DVSRPTTVV. The MHC is HLA-A02:02 with pseudo-sequence HLA-A02:02. The binding affinity (normalized) is 0.104. (5) The peptide sequence is MYGGRIVEK. The MHC is HLA-A24:03 with pseudo-sequence HLA-A24:03. The binding affinity (normalized) is 0.523. (6) The binding affinity (normalized) is 0.616. The MHC is HLA-A11:01 with pseudo-sequence HLA-A11:01. The peptide sequence is ITYKCPLLR. (7) The peptide sequence is ALIRILQQL. The MHC is HLA-A02:01 with pseudo-sequence HLA-A02:01. The binding affinity (normalized) is 0.692.